This data is from Full USPTO retrosynthesis dataset with 1.9M reactions from patents (1976-2016). The task is: Predict the reactants needed to synthesize the given product. Given the product [Cl:1][C:2]1[CH:3]=[C:4]([N:12]2[CH2:17][CH2:16][O:15][CH2:14][CH2:13]2)[N:5]=[C:6]([NH:18][C@H:19]([CH3:22])[CH2:20][OH:21])[N:7]=1, predict the reactants needed to synthesize it. The reactants are: [Cl:1][C:2]1[N:7]=[C:6](S(C)(=O)=O)[N:5]=[C:4]([N:12]2[CH2:17][CH2:16][O:15][CH2:14][CH2:13]2)[CH:3]=1.[NH2:18][C@H:19]([CH3:22])[CH2:20][OH:21].CCN(C(C)C)C(C)C.